Dataset: Forward reaction prediction with 1.9M reactions from USPTO patents (1976-2016). Task: Predict the product of the given reaction. (1) Given the reactants [NH2:1][C:2]1[CH:10]=[C:9]([C@H:11]([NH:14][C:15]([N:17]2[C:23](=[O:24])[C@H:22]([CH2:25][C:26]3[CH:31]=[C:30]([Cl:32])[CH:29]=[CH:28][C:27]=3[O:33][CH3:34])[CH2:21][NH:20][C:19](=[O:35])[CH2:18]2)=[O:16])[CH2:12][CH3:13])[CH:8]=[CH:7][C:3]=1[C:4]([OH:6])=[O:5], predict the reaction product. The product is: [CH3:26][CH:27]([OH:33])[CH3:28].[NH2:1][C:2]1[CH:10]=[C:9]([C@H:11]([NH:14][C:15]([N:17]2[C:23](=[O:24])[C@H:22]([CH2:25][C:26]3[CH:31]=[C:30]([Cl:32])[CH:29]=[CH:28][C:27]=3[O:33][CH3:34])[CH2:21][NH:20][C:19](=[O:35])[CH2:18]2)=[O:16])[CH2:12][CH3:13])[CH:8]=[CH:7][C:3]=1[C:4]([OH:6])=[O:5]. (2) Given the reactants Cl[C:2]1[C:7]([C:8]#[N:9])=[C:6]([C:10]2[CH:15]=[CH:14][C:13]([O:16][CH2:17][CH2:18][OH:19])=[CH:12][CH:11]=2)[C:5]([C:20]#[N:21])=[C:4]([S:22][CH2:23][C:24]2[N:25]=[C:26]([C:29]3[CH:34]=[CH:33][C:32]([Cl:35])=[CH:31][CH:30]=3)[S:27][CH:28]=2)[N:3]=1.[CH:36]1([NH2:40])[CH2:39][CH2:38][CH2:37]1, predict the reaction product. The product is: [Cl:35][C:32]1[CH:31]=[CH:30][C:29]([C:26]2[S:27][CH:28]=[C:24]([CH2:23][S:22][C:4]3[C:5]([C:20]#[N:21])=[C:6]([C:10]4[CH:11]=[CH:12][C:13]([O:16][CH2:17][CH2:18][OH:19])=[CH:14][CH:15]=4)[C:7]([C:8]#[N:9])=[C:2]([NH:40][CH:36]4[CH2:39][CH2:38][CH2:37]4)[N:3]=3)[N:25]=2)=[CH:34][CH:33]=1. (3) Given the reactants C(O)[C@H]1O[C@H](O[C@]2(CO)O[C@H](CO)[C@@H](O)[C@@H]2O)[C@H](O)[C@@H](O)[C@@H]1O.[O:24]=[CH:25][C@@H:26]([C@H:28]([C@@H:30]([C@@H:32]([CH2:34][OH:35])[OH:33])[OH:31])[OH:29])[OH:27], predict the reaction product. The product is: [O:24]=[C:25]1[O:31][C@H:30]([C@H:32]([CH2:34][OH:35])[OH:33])[C:28]([OH:29])=[C:26]1[OH:27]. (4) Given the reactants Cl.Cl.[N:3]1[C:11]2[CH:10]=[CH:9][N:8]=[CH:7][C:6]=2[O:5][C:4]=1[NH:12][CH:13]1[CH2:18][CH2:17][NH:16][CH2:15][CH2:14]1.[NH2:19][C:20]1[C:27]([O:28][CH2:29][CH3:30])=[CH:26][C:23]([CH:24]=O)=[CH:22][C:21]=1[O:31][CH2:32][CH3:33].C([BH3-])#N.[Na+].C(N(C(C)C)C(C)C)C, predict the reaction product. The product is: [NH2:19][C:20]1[C:21]([O:31][CH2:32][CH3:33])=[CH:22][C:23]([CH2:24][N:16]2[CH2:17][CH2:18][CH:13]([NH:12][C:4]3[O:5][C:6]4[CH:7]=[N:8][CH:9]=[CH:10][C:11]=4[N:3]=3)[CH2:14][CH2:15]2)=[CH:26][C:27]=1[O:28][CH2:29][CH3:30]. (5) Given the reactants [CH3:1][C:2]1[NH:3][C:4]2[C:9]([C:10]=1[CH3:11])=[CH:8][CH:7]=[CH:6][C:5]=2[C:12]([OH:14])=O.[CH3:15][N:16]1[C:20]([C:21]2[CH:22]=[C:23]([CH:25]=[CH:26][CH:27]=2)[NH2:24])=[CH:19][N:18]=[C:17]1[CH3:28].Cl.C(N=C=NCCCN(C)C)C, predict the reaction product. The product is: [CH3:15][N:16]1[C:20]([C:21]2[CH:22]=[C:23]([NH:24][C:12]([C:5]3[CH:6]=[CH:7][CH:8]=[C:9]4[C:4]=3[NH:3][C:2]([CH3:1])=[C:10]4[CH3:11])=[O:14])[CH:25]=[CH:26][CH:27]=2)=[CH:19][N:18]=[C:17]1[CH3:28]. (6) Given the reactants [Cl:1][C:2]1[CH:11]=[C:10]2[C:5]([CH2:6][CH2:7][N:8]([S:12]([CH2:15][C:16]([CH2:18][O:19][C:20]3[CH:25]=[CH:24][CH:23]=[CH:22][CH:21]=3)=[O:17])(=[O:14])=[O:13])[CH2:9]2)=[CH:4][CH:3]=1.[BH4-].[Na+], predict the reaction product. The product is: [Cl:1][C:2]1[CH:11]=[C:10]2[C:5]([CH2:6][CH2:7][N:8]([S:12]([CH2:15][CH:16]([OH:17])[CH2:18][O:19][C:20]3[CH:21]=[CH:22][CH:23]=[CH:24][CH:25]=3)(=[O:14])=[O:13])[CH2:9]2)=[CH:4][CH:3]=1. (7) The product is: [CH3:38][C:35]([CH3:39])([CH2:36][CH3:37])[CH2:34][C:32]1[N:33]=[C:29]([CH:14]([NH:13][S:9]([CH3:8])(=[O:11])=[O:10])[CH2:15][C:16]2[CH:21]=[CH:20][C:19]([C:22]3[CH:27]=[CH:26][C:25]([F:28])=[CH:24][N:23]=3)=[CH:18][CH:17]=2)[N:30]([C:40]([O:42][C:43]([CH3:44])([CH3:45])[CH3:46])=[O:41])[CH:31]=1. Given the reactants C(N(CC)CC)C.[CH3:8][S:9](Cl)(=[O:11])=[O:10].[NH2:13][CH:14]([C:29]1[N:30]([C:40]([O:42][C:43]([CH3:46])([CH3:45])[CH3:44])=[O:41])[CH:31]=[C:32]([CH2:34][C:35]([CH3:39])([CH3:38])[CH2:36][CH3:37])[N:33]=1)[CH2:15][C:16]1[CH:21]=[CH:20][C:19]([C:22]2[CH:27]=[CH:26][C:25]([F:28])=[CH:24][N:23]=2)=[CH:18][CH:17]=1, predict the reaction product.